This data is from Full USPTO retrosynthesis dataset with 1.9M reactions from patents (1976-2016). The task is: Predict the reactants needed to synthesize the given product. (1) Given the product [F:46][C:45]1[C:40]([N:20]2[CH2:21][CH2:22][C@@H:17]([C:2]([CH3:1])([S:4]([C:7]3[CH:12]=[CH:11][CH:10]=[C:9]([C:13]([F:14])([F:16])[F:15])[CH:8]=3)(=[O:5])=[O:6])[CH3:3])[CH2:18][C:19]2=[O:23])=[N:41][CH:42]=[C:43]([C:47]([F:49])([F:48])[F:50])[CH:44]=1, predict the reactants needed to synthesize it. The reactants are: [CH3:1][C:2]([C@@H:17]1[CH2:22][CH2:21][NH:20][C:19](=[O:23])[CH2:18]1)([S:4]([C:7]1[CH:12]=[CH:11][CH:10]=[C:9]([C:13]([F:16])([F:15])[F:14])[CH:8]=1)(=[O:6])=[O:5])[CH3:3].C[Si]([N-][Si](C)(C)C)(C)C.[Na+].C1COCC1.F[C:40]1[C:45]([F:46])=[CH:44][C:43]([C:47]([F:50])([F:49])[F:48])=[CH:42][N:41]=1. (2) Given the product [CH3:3][C:2](=[CH2:4])[C:1]([O:6][CH2:10][CH2:11][CH2:12][O:13][C:14]([CH:16]1[CH2:21][CH2:20][CH:19]([CH:22]2[CH2:23][CH2:24][CH:25]([CH2:28][CH2:29][CH2:30][CH2:31][CH3:32])[CH2:26][CH2:27]2)[CH2:18][CH2:17]1)=[O:15])=[O:5], predict the reactants needed to synthesize it. The reactants are: [C:1]([OH:6])(=[O:5])[C:2]([CH3:4])=[CH2:3].[H-].[Na+].Br[CH2:10][CH2:11][CH2:12][O:13][C:14]([CH:16]1[CH2:21][CH2:20][CH:19]([CH:22]2[CH2:27][CH2:26][CH:25]([CH2:28][CH2:29][CH2:30][CH2:31][CH3:32])[CH2:24][CH2:23]2)[CH2:18][CH2:17]1)=[O:15].O. (3) Given the product [C:33]([O:32][C:30]([NH:29][CH2:28][C:27]([NH:26][C@H:24]([CH3:25])[C:23]([NH:22][C:15]1[CH:16]=[C:17]([O:20][CH3:21])[CH:18]=[CH:19][C:14]=1[C:8]1([CH2:7][CH2:6][CH2:5][CH2:4][C:3]([OH:39])=[O:2])[S:13][CH2:12][CH2:11][CH2:10][S:9]1)=[O:38])=[O:37])=[O:31])([CH3:36])([CH3:34])[CH3:35], predict the reactants needed to synthesize it. The reactants are: C[O:2][C:3](=[O:39])[CH2:4][CH2:5][CH2:6][CH2:7][C:8]1([C:14]2[CH:19]=[CH:18][C:17]([O:20][CH3:21])=[CH:16][C:15]=2[NH:22][C:23](=[O:38])[C@H:24]([NH:26][C:27](=[O:37])[CH2:28][NH:29][C:30]([O:32][C:33]([CH3:36])([CH3:35])[CH3:34])=[O:31])[CH3:25])[S:13][CH2:12][CH2:11][CH2:10][S:9]1.[Li+].[OH-]. (4) Given the product [CH3:34][C:27]1[CH:28]=[C:29]([O:33][CH2:36][C:37]2[CH:41]=[CH:40][N:39]([CH3:42])[N:38]=2)[CH:30]=[C:31]([CH3:32])[C:26]=1[C:5]1[CH:4]=[CH:3][C:2]([F:1])=[C:10]2[C:6]=1[CH2:7][CH2:8][C@H:9]2[O:11][C:12]1[CH:25]=[CH:24][C:15]2[C@H:16]([CH2:19][C:20]([O:22][CH3:23])=[O:21])[CH2:17][O:18][C:14]=2[CH:13]=1, predict the reactants needed to synthesize it. The reactants are: [F:1][C:2]1[CH:3]=[CH:4][C:5]([C:26]2[C:31]([CH3:32])=[CH:30][C:29]([OH:33])=[CH:28][C:27]=2[CH3:34])=[C:6]2[C:10]=1[C@H:9]([O:11][C:12]1[CH:25]=[CH:24][C:15]3[C@H:16]([CH2:19][C:20]([O:22][CH3:23])=[O:21])[CH2:17][O:18][C:14]=3[CH:13]=1)[CH2:8][CH2:7]2.Cl[CH2:36][C:37]1[CH:41]=[CH:40][N:39]([CH3:42])[N:38]=1.C(=O)([O-])[O-].[K+].[K+]. (5) Given the product [CH3:22][C:21]1[C:16]([N:13]2[CH2:14][CH2:15][N:10]([C:8]([C:5]3[CH:6]=[CH:7][C:2]([N:29]4[C@H:28]([CH:25]([CH3:26])[CH3:27])[C:32]([CH3:33])([CH3:34])[O:31][C:30]4=[O:35])=[CH:3][C:4]=3[CH3:24])=[O:9])[CH2:11][CH2:12]2)=[N:17][CH:18]=[C:19]([CH3:23])[CH:20]=1, predict the reactants needed to synthesize it. The reactants are: Br[C:2]1[CH:7]=[CH:6][C:5]([C:8]([N:10]2[CH2:15][CH2:14][N:13]([C:16]3[C:21]([CH3:22])=[CH:20][C:19]([CH3:23])=[CH:18][N:17]=3)[CH2:12][CH2:11]2)=[O:9])=[C:4]([CH3:24])[CH:3]=1.[CH:25]([C@@H:28]1[C:32]([CH3:34])([CH3:33])[O:31][C:30](=[O:35])[NH:29]1)([CH3:27])[CH3:26]. (6) Given the product [C@H:39]1([NH:38][C:37]([C@@H:27]2[CH2:28][C@@H:29]([CH:31]3[CH2:32][CH2:33][CH2:34][CH2:35][CH2:36]3)[CH2:30][N:26]2[C:24]([CH:23]2[CH2:22][C:21]3([CH2:49][CH2:50][NH:51][CH2:52][CH2:53]3)[CH2:20][NH:19]2)=[O:25])=[O:48])[C:47]2[C:42](=[CH:43][CH:44]=[CH:45][CH:46]=2)[CH2:41][CH2:40]1, predict the reactants needed to synthesize it. The reactants are: Cl.C1C2C(COC([N:19]3[CH:23]([C:24]([N:26]4[CH2:30][C@H:29]([CH:31]5[CH2:36][CH2:35][CH2:34][CH2:33][CH2:32]5)[CH2:28][C@H:27]4[C:37](=[O:48])[NH:38][C@H:39]4[C:47]5[C:42](=[CH:43][CH:44]=[CH:45][CH:46]=5)[CH2:41][CH2:40]4)=[O:25])[CH2:22][C:21]4([CH2:53][CH2:52][NH:51][CH2:50][CH2:49]4)[CH2:20]3)=O)C3C(=CC=CC=3)C=2C=CC=1.N. (7) Given the product [C:1]([C:5]1[N:10]=[C:9]([O:11][CH2:12][CH3:13])[C:8]([C:14]2[N:15]([C:33]([N:42]3[CH2:43][CH2:44][N:39]([C:36](=[O:38])[CH3:37])[CH2:40][CH2:41]3)=[O:34])[C@H:16]([C:26]3[CH:31]=[CH:30][C:29]([Cl:32])=[CH:28][CH:27]=3)[C@H:17]([C:19]3[CH:24]=[CH:23][C:22]([Cl:25])=[CH:21][CH:20]=3)[N:18]=2)=[CH:7][N:6]=1)([CH3:4])([CH3:2])[CH3:3], predict the reactants needed to synthesize it. The reactants are: [C:1]([C:5]1[N:10]=[C:9]([O:11][CH2:12][CH3:13])[C:8]([C:14]2[N:15]([C:33](Cl)=[O:34])[CH:16]([C:26]3[CH:31]=[CH:30][C:29]([Cl:32])=[CH:28][CH:27]=3)[CH:17]([C:19]3[CH:24]=[CH:23][C:22]([Cl:25])=[CH:21][CH:20]=3)[N:18]=2)=[CH:7][N:6]=1)([CH3:4])([CH3:3])[CH3:2].[C:36]([N:39]1[CH2:44][CH2:43][NH:42][CH2:41][CH2:40]1)(=[O:38])[CH3:37]. (8) Given the product [CH3:1][C:2]1[N:3]2[CH:9]=[C:8]([C:10]3[CH:15]=[CH:14][C:13]([NH2:16])=[CH:12][CH:11]=3)[N:7]=[C:4]2[S:5][CH:6]=1, predict the reactants needed to synthesize it. The reactants are: [CH3:1][C:2]1[N:3]2[CH:9]=[C:8]([C:10]3[CH:15]=[CH:14][C:13]([N+:16]([O-])=O)=[CH:12][CH:11]=3)[N:7]=[C:4]2[S:5][CH:6]=1.O.O.[Sn](Cl)Cl.C(Cl)Cl.CCOC(C)=O. (9) Given the product [C:9]([O:13][C:14]([N:16]1[C@H:21]([CH2:22][NH:23][C:5]2[N:4]=[CH:3][C:2]([Br:1])=[CH:7][N:6]=2)[CH2:20][C@H:19]2[C@@H:17]1[CH2:18]2)=[O:15])([CH3:12])([CH3:11])[CH3:10], predict the reactants needed to synthesize it. The reactants are: [Br:1][C:2]1[CH:3]=[N:4][C:5](Cl)=[N:6][CH:7]=1.[C:9]([O:13][C:14]([N:16]1[C@H:21]([CH2:22][NH2:23])[CH2:20][C@H:19]2[C@@H:17]1[CH2:18]2)=[O:15])([CH3:12])([CH3:11])[CH3:10].C([O-])([O-])=O.[K+].[K+].CCN(C(C)C)C(C)C. (10) The reactants are: C1(P(C2C=CC=CC=2)C2C=CC=CC=2)C=CC=CC=1.II.CCN(CC)CC.[Br:29][C:30]1[CH:63]=[CH:62][C:33]([C:34]([NH:36][NH:37][C:38](=[O:61])[C@H:39]([NH:50][C:51]2[CH:56]=[CH:55][C:54]([C:57]#[N:58])=[C:53]([Cl:59])[C:52]=2[CH3:60])[C@@H:40]([O:42][Si:43]([C:46]([CH3:49])([CH3:48])[CH3:47])([CH3:45])[CH3:44])[CH3:41])=O)=[CH:32][CH:31]=1. Given the product [Br:29][C:30]1[CH:31]=[CH:32][C:33]([C:34]2[O:61][C:38]([C@H:39]([NH:50][C:51]3[CH:56]=[CH:55][C:54]([C:57]#[N:58])=[C:53]([Cl:59])[C:52]=3[CH3:60])[C@@H:40]([O:42][Si:43]([C:46]([CH3:48])([CH3:49])[CH3:47])([CH3:44])[CH3:45])[CH3:41])=[N:37][N:36]=2)=[CH:62][CH:63]=1, predict the reactants needed to synthesize it.